Dataset: Forward reaction prediction with 1.9M reactions from USPTO patents (1976-2016). Task: Predict the product of the given reaction. (1) Given the reactants [S:1]1[C:5]2[CH:6]=[CH:7][C:8]([C:10]3[NH:11][CH:12]=[C:13]([C:15]4[N:19]([CH2:20][CH2:21][O:22][CH3:23])[C:18]5[CH:24]=[CH:25][C:26]([C:28]([O:30]C)=[O:29])=[CH:27][C:17]=5[N:16]=4)[N:14]=3)=[CH:9][C:4]=2[N:3]=[CH:2]1.[OH-].[Na+].CC#N.O, predict the reaction product. The product is: [S:1]1[C:5]2[CH:6]=[CH:7][C:8]([C:10]3[NH:11][CH:12]=[C:13]([C:15]4[N:19]([CH2:20][CH2:21][O:22][CH3:23])[C:18]5[CH:24]=[CH:25][C:26]([C:28]([OH:30])=[O:29])=[CH:27][C:17]=5[N:16]=4)[N:14]=3)=[CH:9][C:4]=2[N:3]=[CH:2]1. (2) Given the reactants [CH2:1]([N:3]([CH2:29][CH3:30])[C:4]([C:6]1[CH:7]=[CH:8][C:9]2[C:10](=[C:21]3[CH2:27][CH:26]4[NH:28][CH:23]([CH2:24][CH2:25]4)[CH2:22]3)[C:11]3[C:16]([O:17][C:18]=2[CH:19]=1)=[C:15](Br)[CH:14]=[CH:13][CH:12]=3)=[O:5])[CH3:2].[C:31]1(B(O)O)[CH:36]=[CH:35][CH:34]=[CH:33][CH:32]=1.C(=O)([O-])[O-].[Cs+].[Cs+], predict the reaction product. The product is: [CH2:1]([N:3]([CH2:29][CH3:30])[C:4]([C:6]1[CH:7]=[CH:8][C:9]2[C:10](=[C:21]3[CH2:27][CH:26]4[NH:28][CH:23]([CH2:24][CH2:25]4)[CH2:22]3)[C:11]3[C:16]([O:17][C:18]=2[CH:19]=1)=[C:15]([C:31]1[CH:36]=[CH:35][CH:34]=[CH:33][CH:32]=1)[CH:14]=[CH:13][CH:12]=3)=[O:5])[CH3:2].